From a dataset of Reaction yield outcomes from USPTO patents with 853,638 reactions. Predict the reaction yield, written as a fraction of the theoretical maximum amount of product (1.0 means a 100% yield; for example, 0.34 means a 34% yield). (1) The reactants are [Cl:1][C:2]1[CH:10]=[C:9]2[C:5]([CH:6]=[CH:7][NH:8]2)=[CH:4][C:3]=1B1OCC(C)(C)CO1.[C:19](=O)([O-])[O-:20].[K+].[K+].Br[C:26]1[CH:31]=[CH:30][C:29]([CH:32]2[CH2:37][NH:36][C:35](=[O:38])[CH2:34][O:33]2)=[CH:28][CH:27]=1. The catalyst is CN(C=O)C.O1CCOCC1. The product is [Cl:1][C:2]1[CH:10]=[C:9]2[C:5]([C:6]([CH:19]=[O:20])=[CH:7][NH:8]2)=[CH:4][C:3]=1[C:26]1[CH:31]=[CH:30][C:29]([CH:32]2[O:33][CH2:34][C:35](=[O:38])[NH:36][CH2:37]2)=[CH:28][CH:27]=1. The yield is 0.750. (2) The reactants are Br[C:2]1[CH:7]=[CH:6][C:5]([N+:8]([O-:10])=[O:9])=[CH:4][CH:3]=1.[CH3:11][O:12][C:13]1[CH:19]=[CH:18][C:16]([NH2:17])=[CH:15][CH:14]=1. The catalyst is O1CCOCC1.CCOCC.C([O-])(=O)C.[Pd+2].C([O-])(=O)C.C1C=CC(P(C2C(C3C(P(C4C=CC=CC=4)C4C=CC=CC=4)=CC=C4C=3C=CC=C4)=C3C(C=CC=C3)=CC=2)C2C=CC=CC=2)=CC=1. The product is [CH3:11][O:12][C:13]1[CH:19]=[CH:18][C:16]([NH:17][C:2]2[CH:7]=[CH:6][C:5]([N+:8]([O-:10])=[O:9])=[CH:4][CH:3]=2)=[CH:15][CH:14]=1. The yield is 0.580. (3) The reactants are [NH2:1][C:2]1[CH:7]=[C:6]([CH2:8][NH2:9])[CH:5]=[C:4]([Br:10])[C:3]=1[OH:11].C(N(CC)CC)C.[C:19]([O:23][C:24](O[C:24]([O:23][C:19]([CH3:22])([CH3:21])[CH3:20])=[O:25])=[O:25])([CH3:22])([CH3:21])[CH3:20]. The catalyst is CN(C=O)C. The product is [C:19]([O:23][C:24](=[O:25])[NH:9][CH2:8][C:6]1[CH:5]=[C:4]([Br:10])[C:3]([OH:11])=[C:2]([NH2:1])[CH:7]=1)([CH3:22])([CH3:21])[CH3:20]. The yield is 0.370. (4) The reactants are Cl[C:2]1[C:7]2[CH2:8][N:9]([CH:12]([C:14]3[CH:15]=[N:16][C:17]([O:21][CH2:22][C:23]4[CH:28]=[CH:27][C:26]([F:29])=[CH:25][CH:24]=4)=[C:18]([CH3:20])[CH:19]=3)[CH3:13])[C:10](=[O:11])[C:6]=2[CH:5]=[CH:4][N:3]=1.[CH:30]([O:32][C:33]1[CH:38]=[CH:37][CH:36]=[CH:35][CH:34]=1)=[O:31]. No catalyst specified. The product is [F:29][C:26]1[CH:27]=[CH:28][C:23]([CH2:22][O:21][C:17]2[N:16]=[CH:15][C:14]([CH:12]([N:9]3[C:10](=[O:11])[C:6]4[CH:5]=[CH:4][N:3]=[C:2]([C:30]([O:32][C:33]5[CH:38]=[CH:37][CH:36]=[CH:35][CH:34]=5)=[O:31])[C:7]=4[CH2:8]3)[CH3:13])=[CH:19][C:18]=2[CH3:20])=[CH:24][CH:25]=1. The yield is 0.860. (5) The reactants are [F:1][C:2]1[CH:7]=[CH:6][C:5]([CH:8]([C:13]2[CH:14]=[N:15][C:16]([N:19]3[CH2:24][CH2:23][N:22]([C:25]([O:27][C:28]([CH3:31])([CH3:30])[CH3:29])=[O:26])[CH2:21][CH2:20]3)=[N:17][CH:18]=2)[C:9]([O:11][CH3:12])=[O:10])=[CH:4][CH:3]=1.N#N.[Li]CCCC.[CH2:39]=[O:40]. The catalyst is C1COCC1.CC(=O)OCC. The product is [F:1][C:2]1[CH:7]=[CH:6][C:5]([C:8]([C:13]2[CH:14]=[N:15][C:16]([N:19]3[CH2:24][CH2:23][N:22]([C:25]([O:27][C:28]([CH3:31])([CH3:30])[CH3:29])=[O:26])[CH2:21][CH2:20]3)=[N:17][CH:18]=2)([CH2:39][OH:40])[C:9]([O:11][CH3:12])=[O:10])=[CH:4][CH:3]=1. The yield is 0.440. (6) The reactants are O[C@:2]1([CH3:30])[CH2:11][CH2:10][C@@H:9]2[C@:4]([CH3:14])([CH2:5][CH2:6][CH2:7][C:8]2([CH3:13])[CH3:12])[C@H:3]1[CH2:15][C:16]([N:18]([C:20]1[CH:25]=[C:24]([O:26]C)[CH:23]=[C:22]([O:28]C)[CH:21]=1)[CH3:19])=[O:17].B(Br)(Br)[Br:32]. The catalyst is C(Cl)Cl. The product is [Br:32][C@@H:11]1[CH2:10][C@@H:9]2[C@:4]([CH3:14])([CH2:5][CH2:6][CH2:7][C:8]2([CH3:13])[CH3:12])[C@@H:3]([CH2:15][C:16]([N:18]([C:20]2[CH:25]=[C:24]([OH:26])[CH:23]=[C:22]([OH:28])[CH:21]=2)[CH3:19])=[O:17])[C@H:2]1[CH3:30]. The yield is 0.690. (7) The reactants are [C:1]([C@H:5]1[CH2:10][CH2:9][C@H:8]([O:11][C:12]2[CH:13]=[C:14]3[C:19](=[CH:20][CH:21]=2)[CH2:18][C@H:17]([C@:22]([NH:30]C(=O)OC(C)(C)C)([CH3:29])[CH2:23][O:24][P:25]([OH:28])([OH:27])=[O:26])[CH2:16][CH2:15]3)[CH2:7][CH2:6]1)([CH3:4])([CH3:3])[CH3:2].C(O)(=O)C.Cl. The catalyst is O. The product is [P:25]([OH:27])([OH:28])([O:24][CH2:23][C@:22]([NH2:30])([C@@H:17]1[CH2:16][CH2:15][C:14]2[C:19](=[CH:20][CH:21]=[C:12]([O:11][C@H:8]3[CH2:9][CH2:10][C@H:5]([C:1]([CH3:2])([CH3:3])[CH3:4])[CH2:6][CH2:7]3)[CH:13]=2)[CH2:18]1)[CH3:29])=[O:26]. The yield is 0.520.